From a dataset of Reaction yield outcomes from USPTO patents with 853,638 reactions. Predict the reaction yield, written as a fraction of the theoretical maximum amount of product (1.0 means a 100% yield; for example, 0.34 means a 34% yield). (1) The reactants are [ClH:1].C(=[N:4][N:5]([C:14]1[CH:19]=[CH:18][C:17]([O:20][CH3:21])=[CH:16][CH:15]=1)[C:6](=[O:13])[C:7]1[CH:12]=[CH:11][CH:10]=[CH:9][CH:8]=1)C. The catalyst is C1(C)C=CC=CC=1.CO. The product is [ClH:1].[CH3:21][O:20][C:17]1[CH:16]=[CH:15][C:14]([N:5]([C:6](=[O:13])[C:7]2[CH:8]=[CH:9][CH:10]=[CH:11][CH:12]=2)[NH2:4])=[CH:19][CH:18]=1. The yield is 0.580. (2) The yield is 0.810. The catalyst is CO. The product is [Br:1][C:2]1[CH:7]=[C:6]([N+:8]([O-:10])=[O:9])[CH:5]=[C:4]([N+:11]([O-:13])=[O:12])[C:3]=1[S:15][C:16]#[N:17]. The reactants are [Br:1][C:2]1[CH:7]=[C:6]([N+:8]([O-:10])=[O:9])[CH:5]=[C:4]([N+:11]([O-:13])=[O:12])[C:3]=1Br.[S-:15][C:16]#[N:17].[K+]. (3) The reactants are [CH:1]1([NH:6][C:7]2[N:12]=[C:11]([C:13]3[C:14]([C:22]4[CH:27]=[CH:26][N:25]=[C:24]([NH:28][CH:29]([CH3:31])[CH3:30])[CH:23]=4)=[N:15][N:16]4[CH:21]=[CH:20][CH:19]=[CH:18][C:17]=34)[CH:10]=[CH:9][N:8]=2)[CH2:5][CH2:4][CH2:3][CH2:2]1.C([Li])CCC.C(Cl)(Cl)(Cl)[Cl:38]. No catalyst specified. The product is [Cl:38][C:21]1[N:16]2[N:15]=[C:14]([C:22]3[CH:27]=[CH:26][N:25]=[C:24]([NH:28][CH:29]([CH3:31])[CH3:30])[CH:23]=3)[C:13]([C:11]3[CH:10]=[CH:9][N:8]=[C:7]([NH:6][CH:1]4[CH2:2][CH2:3][CH2:4][CH2:5]4)[N:12]=3)=[C:17]2[CH:18]=[CH:19][CH:20]=1. The yield is 0.780. (4) The reactants are [Br:1][C:2]1[C:3]([O:15][CH3:16])=[CH:4][C:5]2[NH:6][C:7]3[C:12]([C:13]=2[CH:14]=1)=[CH:11][CH:10]=[CH:9][CH:8]=3.[OH-].[Na+].[CH3:19][CH:20]([CH2:24][CH2:25][CH2:26][CH:27]([CH3:29])[CH3:28])[CH2:21][CH2:22]Br. The product is [Br:1][C:2]1[C:3]([O:15][CH3:16])=[CH:4][C:5]2[N:6]([CH2:22][CH2:21][CH:20]([CH3:19])[CH2:24][CH2:25][CH2:26][CH:27]([CH3:29])[CH3:28])[C:7]3[C:12]([C:13]=2[CH:14]=1)=[CH:11][CH:10]=[CH:9][CH:8]=3. The yield is 0.760. The catalyst is [Cl-].C([N+](CC)(CC)CC)C1C=CC=CC=1.C1(C)C=CC=CC=1. (5) The reactants are CC1[N:3]([C:8]2[N:13]=[C:12]([C:14]3[CH:19]=[C:18]([CH2:20][CH3:21])[C:17]([OH:22])=[CH:16][C:15]=3[O:23][CH3:24])[CH:11]=[CH:10][CH:9]=2)C(C)=CC=1.Cl.NO.C(OCC)(=O)C.CCCCCC. The catalyst is C(O)C.O. The product is [NH2:3][C:8]1[N:13]=[C:12]([C:14]2[C:15]([O:23][CH3:24])=[CH:16][C:17]([OH:22])=[C:18]([CH2:20][CH3:21])[CH:19]=2)[CH:11]=[CH:10][CH:9]=1. The yield is 0.550.